This data is from Full USPTO retrosynthesis dataset with 1.9M reactions from patents (1976-2016). The task is: Predict the reactants needed to synthesize the given product. Given the product [CH3:5][C:6]1[CH:13]=[CH:12][C:9]([CH2:10][NH:4][CH:1]2[CH2:3][CH2:2]2)=[C:8]([O:14][C@H:15]([CH2:17][CH:18]=[CH2:19])[CH3:16])[CH:7]=1, predict the reactants needed to synthesize it. The reactants are: [CH:1]1([NH2:4])[CH2:3][CH2:2]1.[CH3:5][C:6]1[CH:13]=[CH:12][C:9]([CH:10]=O)=[C:8]([O:14][C@H:15]([CH2:17][CH:18]=[CH2:19])[CH3:16])[CH:7]=1.[BH4-].[Na+].